From a dataset of hERG Central: cardiac toxicity at 1µM, 10µM, and general inhibition. Predict hERG channel inhibition at various concentrations. (1) The compound is O=C(NCCCN1CCOCC1)c1ccc(-n2nc(C(F)(F)F)cc2-c2cccs2)cc1. Results: hERG_inhib (hERG inhibition (general)): blocker. (2) The drug is O=c1[nH]c(CN2CCN(C/C=C/c3ccccc3)CC2)nc2ccccc12. Results: hERG_inhib (hERG inhibition (general)): blocker.